This data is from Full USPTO retrosynthesis dataset with 1.9M reactions from patents (1976-2016). The task is: Predict the reactants needed to synthesize the given product. Given the product [Br-:25].[F:36][C:31]1[CH:32]=[CH:33][CH:34]=[CH:35][C:30]=1[NH:29][C:27]([CH2:26][N+:1]12[CH2:8][CH2:7][CH:4]([CH2:5][CH2:6]1)[C@@H:3]([O:9][C:10]([C:12]1([C:19]3[CH:20]=[CH:21][CH:22]=[CH:23][CH:24]=3)[CH2:18][CH2:17][CH2:16][CH2:15][CH2:14][CH2:13]1)=[O:11])[CH2:2]2)=[O:28], predict the reactants needed to synthesize it. The reactants are: [N:1]12[CH2:8][CH2:7][CH:4]([CH2:5][CH2:6]1)[C@@H:3]([O:9][C:10]([C:12]1([C:19]3[CH:24]=[CH:23][CH:22]=[CH:21][CH:20]=3)[CH2:18][CH2:17][CH2:16][CH2:15][CH2:14][CH2:13]1)=[O:11])[CH2:2]2.[Br:25][CH2:26][C:27]([NH:29][C:30]1[CH:35]=[CH:34][CH:33]=[CH:32][C:31]=1[F:36])=[O:28].